Dataset: TCR-epitope binding with 47,182 pairs between 192 epitopes and 23,139 TCRs. Task: Binary Classification. Given a T-cell receptor sequence (or CDR3 region) and an epitope sequence, predict whether binding occurs between them. (1) The epitope is VSFIEFVGW. The TCR CDR3 sequence is CASSQGSGATNEQFF. Result: 1 (the TCR binds to the epitope). (2) The epitope is ISDYDYYRY. The TCR CDR3 sequence is CASSYGQMIYEQYF. Result: 1 (the TCR binds to the epitope). (3) The epitope is DATYQRTRALVR. The TCR CDR3 sequence is CASSPLGDGNTEAFF. Result: 0 (the TCR does not bind to the epitope). (4) The epitope is KLSALGINAV. The TCR CDR3 sequence is CASRRDGTGTYEQYF. Result: 0 (the TCR does not bind to the epitope).